Dataset: Catalyst prediction with 721,799 reactions and 888 catalyst types from USPTO. Task: Predict which catalyst facilitates the given reaction. (1) Reactant: [NH:1]1[C:9]2[C:4](=[CH:5][CH:6]=[C:7]([C@@H:10]3[O:39][C@H:38]([CH2:40][O:41][CH2:42][C:43]4[CH:48]=[CH:47][CH:46]=[CH:45][CH:44]=4)[C@@H:29]([O:30][CH2:31][C:32]4[CH:37]=[CH:36][CH:35]=[CH:34][CH:33]=4)[C@H:20]([O:21][CH2:22][C:23]4[CH:28]=[CH:27][CH:26]=[CH:25][CH:24]=4)[C@H:11]3[O:12][CH2:13][C:14]3[CH:19]=[CH:18][CH:17]=[CH:16][CH:15]=3)[CH:8]=2)[CH:3]=[CH:2]1.[H-].[Na+].[CH3:51][C:52]1[CH:59]=[CH:58][C:55]([CH2:56]Cl)=[CH:54][CH:53]=1.O. Product: [CH3:51][C:52]1[CH:59]=[CH:58][C:55]([CH2:56][N:1]2[C:9]3[C:4](=[CH:5][CH:6]=[C:7]([C@@H:10]4[O:39][C@H:38]([CH2:40][O:41][CH2:42][C:43]5[CH:44]=[CH:45][CH:46]=[CH:47][CH:48]=5)[C@@H:29]([O:30][CH2:31][C:32]5[CH:33]=[CH:34][CH:35]=[CH:36][CH:37]=5)[C@H:20]([O:21][CH2:22][C:23]5[CH:28]=[CH:27][CH:26]=[CH:25][CH:24]=5)[C@H:11]4[O:12][CH2:13][C:14]4[CH:19]=[CH:18][CH:17]=[CH:16][CH:15]=4)[CH:8]=3)[CH:3]=[CH:2]2)=[CH:54][CH:53]=1. The catalyst class is: 9. (2) Reactant: CO[C:3]([C@@H:5]1[O:9][C:8](=[O:10])[N:7]([C:11]2[CH:24]=[CH:23][C:14]3[N:15]([CH3:22])[C:16](=[O:21])[C:17]([F:20])([F:19])[O:18][C:13]=3[CH:12]=2)[CH2:6]1)=[O:4].[NH3:25]. Product: [F:20][C:17]1([F:19])[C:16](=[O:21])[N:15]([CH3:22])[C:14]2[CH:23]=[CH:24][C:11]([N:7]3[CH2:6][C@H:5]([C:3]([NH2:25])=[O:4])[O:9][C:8]3=[O:10])=[CH:12][C:13]=2[O:18]1. The catalyst class is: 5. (3) Reactant: Br[C:2]1[CH:3]=[C:4]([CH:18]=[CH:19][CH:20]=1)[CH2:5][O:6][C:7]1[CH:12]=[CH:11][CH:10]=[CH:9][C:8]=1[CH2:13][C:14]([O:16]C)=[O:15].[F:21][C:22]1[CH:23]=[C:24]([CH:34]=[C:35](B2OC(C)(C)C(C)(C)O2)[CH:36]=1)[CH2:25][NH:26]C(=O)OC(C)(C)C. Product: [NH2:26][CH2:25][C:24]1[CH:34]=[C:35]([C:2]2[CH:20]=[CH:19][CH:18]=[C:4]([CH2:5][O:6][C:7]3[CH:12]=[CH:11][CH:10]=[CH:9][C:8]=3[CH2:13][C:14]([OH:16])=[O:15])[CH:3]=2)[CH:36]=[C:22]([F:21])[CH:23]=1. The catalyst class is: 3. (4) Reactant: [Cl:1][C:2]1[CH:7]=[CH:6][CH:5]=[C:4]([F:8])[C:3]=1[C:9]1[NH:13][C:12](=[O:14])[N:11]([C:15]2[CH:24]=[CH:23][C:18]([C:19](OC)=[O:20])=[CH:17][CH:16]=2)[N:10]=1.[F:25][C:26]([F:35])([F:34])[C:27]1[CH:28]=[C:29]([CH:31]=[CH:32][CH:33]=1)[NH2:30].C[Al](C)C. Product: [Cl:1][C:2]1[CH:7]=[CH:6][CH:5]=[C:4]([F:8])[C:3]=1[C:9]1[NH:13][C:12](=[O:14])[N:11]([C:15]2[CH:16]=[CH:17][C:18]([C:19]([NH:30][C:29]3[CH:31]=[CH:32][CH:33]=[C:27]([C:26]([F:25])([F:34])[F:35])[CH:28]=3)=[O:20])=[CH:23][CH:24]=2)[N:10]=1. The catalyst class is: 11. (5) Reactant: [S:1]1[C:5]2[CH:6]=[C:7]([N:10]3[CH2:14][CH2:13][NH:12][C:11]3=[O:15])[CH:8]=[CH:9][C:4]=2[N:3]=[CH:2]1.Br[C:17]1[C:18]([CH3:24])=[CH:19][C:20]([F:23])=[N:21][CH:22]=1.CN[C@@H]1CCCC[C@H]1NC.P([O-])([O-])([O-])=O.[K+].[K+].[K+]. Product: [S:1]1[C:5]2[CH:6]=[C:7]([N:10]3[CH2:14][CH2:13][N:12]([C:17]4[CH:22]=[N:21][C:20]([F:23])=[CH:19][C:18]=4[CH3:24])[C:11]3=[O:15])[CH:8]=[CH:9][C:4]=2[N:3]=[CH:2]1. The catalyst class is: 246.